This data is from Full USPTO retrosynthesis dataset with 1.9M reactions from patents (1976-2016). The task is: Predict the reactants needed to synthesize the given product. (1) Given the product [C:19]([O:23][C:24]([C:26]1([NH2:31])[CH:30]=[CH:29][O:3][CH:28]=[CH:27]1)=[O:25])([CH3:22])([CH3:21])[CH3:20], predict the reactants needed to synthesize it. The reactants are: C(O[BH-](OC(=O)C)OC(=O)C)(=[O:3])C.[Na+].C([BH3-])#N.[Na+].[C:19]([O:23][C:24]([C:26]1([NH2:31])[CH2:30][CH2:29][CH2:28][CH2:27]1)=[O:25])([CH3:22])([CH3:21])[CH3:20]. (2) Given the product [CH3:1][N:2]1[CH2:30][CH2:29][C:5]2[N:6]([CH2:14][CH:15]([C:23]3[CH:24]=[CH:25][N:26]=[CH:27][CH:28]=3)[O:16][CH2:17][CH2:18][CH2:19][C:20]([OH:22])=[O:21])[C:7]3[CH:8]=[CH:9][C:10]([CH3:13])=[CH:11][C:12]=3[C:4]=2[CH2:3]1, predict the reactants needed to synthesize it. The reactants are: [CH3:1][N:2]1[CH2:30][CH2:29][C:5]2[N:6]([CH2:14][CH:15]([C:23]3[CH:28]=[CH:27][N:26]=[CH:25][CH:24]=3)[O:16][CH2:17]/[CH:18]=[CH:19]/[C:20]([OH:22])=[O:21])[C:7]3[CH:8]=[CH:9][C:10]([CH3:13])=[CH:11][C:12]=3[C:4]=2[CH2:3]1. (3) Given the product [CH3:1][O:2][C:3]([C:5]1[S:6][C:7]([C:15]2[CH:20]=[CH:19][CH:18]=[CH:17][CH:16]=2)=[CH:8][C:9]=1[N:10]([C:11]([CH3:14])([CH3:12])[CH3:13])[C:26](=[O:27])[C:25]1[CH:29]=[CH:30][C:31]([Cl:33])=[CH:32][C:24]=1[Cl:23])=[O:4], predict the reactants needed to synthesize it. The reactants are: [CH3:1][O:2][C:3]([C:5]1[S:6][C:7]([C:15]2[CH:20]=[CH:19][CH:18]=[CH:17][CH:16]=2)=[CH:8][C:9]=1[NH:10][C:11]([CH3:14])([CH3:13])[CH3:12])=[O:4].N#N.[Cl:23][C:24]1[CH:32]=[C:31]([Cl:33])[CH:30]=[CH:29][C:25]=1[C:26](Cl)=[O:27].